This data is from Full USPTO retrosynthesis dataset with 1.9M reactions from patents (1976-2016). The task is: Predict the reactants needed to synthesize the given product. (1) Given the product [Cl:1][C:2]1[CH:16]=[CH:15][CH:14]=[CH:13][C:3]=1[CH:4]([OH:5])[C:6]1[CH:11]=[CH:10][CH:9]=[CH:8][C:7]=1[Cl:12], predict the reactants needed to synthesize it. The reactants are: [Cl:1][C:2]1[CH:16]=[CH:15][CH:14]=[CH:13][C:3]=1[C:4]([C:6]1[CH:11]=[CH:10][CH:9]=[CH:8][C:7]=1[Cl:12])=[O:5].ClC1C=CC=CC=1C(O)C1C=CC(Cl)=CC=1. (2) Given the product [CH:22]12[CH2:27][CH:25]([CH2:24][CH2:23]1)[CH2:26][CH:21]2[C:15]1([CH3:20])[C:16](=[O:17])[NH:12][N:13]=[C:14]1[CH3:28], predict the reactants needed to synthesize it. The reactants are: C[O-].[Na+].C([NH:12][NH:13][CH:14]([CH3:28])[C:15]([CH:21]1[CH2:26][CH:25]2[CH2:27][CH:22]1[CH2:23][CH2:24]2)([CH3:20])[C:16](OC)=[O:17])(=O)C1C=CC=CC=1.